Dataset: Catalyst prediction with 721,799 reactions and 888 catalyst types from USPTO. Task: Predict which catalyst facilitates the given reaction. (1) The catalyst class is: 369. Reactant: [F:1][C:2]1[C:7]([I:8])=[CH:6][C:5]([OH:9])=[C:4]([O:10][CH3:11])[CH:3]=1.[CH2:12](I)[CH3:13].C([O-])([O-])=O.[K+].[K+]. Product: [CH2:12]([O:9][C:5]1[CH:6]=[C:7]([I:8])[C:2]([F:1])=[CH:3][C:4]=1[O:10][CH3:11])[CH3:13]. (2) Reactant: F[C:2]1[CH:10]=[C:9]([F:11])[C:8]([F:12])=[CH:7][C:3]=1[C:4]([OH:6])=[O:5].[F:13][C:14]1[CH:20]=[C:19]([I:21])[CH:18]=[CH:17][C:15]=1[NH2:16].[NH2-].[Li+].Cl. Product: [F:11][C:9]1[C:8]([F:12])=[CH:7][C:3]([C:4]([OH:6])=[O:5])=[C:2]([NH:16][C:15]2[CH:17]=[CH:18][C:19]([I:21])=[CH:20][C:14]=2[F:13])[CH:10]=1. The catalyst class is: 10. (3) Reactant: C(OC(=O)[N:7]([C:14]1[C:19]([C:20](=[O:28])[NH:21][C:22]2[S:23][CH:24]=[C:25]([CH3:27])[N:26]=2)=[N:18][CH:17]=[CH:16][N:15]=1)[C:8]1[CH:9]=[N:10][CH:11]=[CH:12][CH:13]=1)(C)(C)C.[ClH:30].C(O)C.C(OC(C)C)(C)C. Product: [ClH:30].[ClH:30].[CH3:27][C:25]1[N:26]=[C:22]([NH:21][C:20]([C:19]2[C:14]([NH:7][C:8]3[CH:9]=[N:10][CH:11]=[CH:12][CH:13]=3)=[N:15][CH:16]=[CH:17][N:18]=2)=[O:28])[S:23][CH:24]=1. The catalyst class is: 13. (4) Reactant: [N:1]1[CH:6]=[CH:5][CH:4]=[CH:3][C:2]=1[C:7]([OH:9])=O.S(Cl)(Cl)=O.[CH2:14]([O:16][C:17](=[O:22])[CH:18]([NH2:21])[C:19]#[N:20])[CH3:15].C(N(CC)CC)C. Product: [CH2:14]([O:16][C:17](=[O:22])[CH:18]([C:19]#[N:20])[NH:21][C:7]([C:2]1[CH:3]=[CH:4][CH:5]=[CH:6][N:1]=1)=[O:9])[CH3:15]. The catalyst class is: 139. (5) Reactant: [CH2:1]([O:8][CH2:9][CH2:10][O:11][C:12]1[CH:17]=[CH:16][C:15]([CH2:18]O)=[CH:14][C:13]=1[O:20][C:21]([CH3:24])([CH3:23])[CH3:22])[C:2]1[CH:7]=[CH:6][CH:5]=[CH:4][CH:3]=1.[Br:25]C(Br)(Br)Br.C1(P(C2C=CC=CC=2)C2C=CC=CC=2)C=CC=CC=1. The catalyst class is: 1. Product: [CH2:1]([O:8][CH2:9][CH2:10][O:11][C:12]1[CH:17]=[CH:16][C:15]([CH2:18][Br:25])=[CH:14][C:13]=1[O:20][C:21]([CH3:24])([CH3:23])[CH3:22])[C:2]1[CH:7]=[CH:6][CH:5]=[CH:4][CH:3]=1. (6) Reactant: [NH2:1][C:2]1[CH:3]=[C:4]([CH2:8][CH2:9][NH:10][C:11](=[O:18])[CH2:12][CH2:13][CH2:14][CH2:15][CH2:16][CH3:17])[CH:5]=[CH:6][CH:7]=1.C(=O)([O-])[O-].[Cs+].[Cs+].[C:25]([O:29][C:30](=[O:35])[C:31](Br)([CH3:33])[CH3:32])([CH3:28])([CH3:27])[CH3:26].CN(C)C=O. The catalyst class is: 28. Product: [C:25]([O:29][C:30](=[O:35])[C:31]([NH:1][C:2]1[CH:7]=[CH:6][CH:5]=[C:4]([CH2:8][CH2:9][NH:10][C:11](=[O:18])[CH2:12][CH2:13][CH2:14][CH2:15][CH2:16][CH3:17])[CH:3]=1)([CH3:33])[CH3:32])([CH3:28])([CH3:27])[CH3:26].